The task is: Predict the product of the given reaction.. This data is from Forward reaction prediction with 1.9M reactions from USPTO patents (1976-2016). (1) Given the reactants [CH3:1][C:2]1[CH:3]=[C:4]([OH:15])[CH:5]=[C:6]([CH3:14])[C:7]=1[CH2:8][N:9]1[CH2:13][CH2:12][CH2:11][CH2:10]1.CC(C)([O-])C.[K+].CS(O[C@H:27]1[CH2:30][C@@H:29]([CH2:31][N:32]2[CH2:37][CH2:36][O:35][CH2:34][CH2:33]2)[CH2:28]1)(=O)=O, predict the reaction product. The product is: [CH3:14][C:6]1[CH:5]=[C:4]([CH:3]=[C:2]([CH3:1])[C:7]=1[CH2:8][N:9]1[CH2:13][CH2:12][CH2:11][CH2:10]1)[O:15][C@H:27]1[CH2:28][C@H:29]([CH2:31][N:32]2[CH2:33][CH2:34][O:35][CH2:36][CH2:37]2)[CH2:30]1. (2) Given the reactants Br[C:2]1[CH:8]=[CH:7][C:5]([NH2:6])=[CH:4][C:3]=1[CH3:9].[Cl:10][C:11]1[CH:16]=[CH:15][C:14](B(O)O)=[CH:13][CH:12]=1.C([O-])([O-])=O.[K+].[K+], predict the reaction product. The product is: [Cl:10][C:11]1[CH:16]=[CH:15][C:14]([C:2]2[CH:8]=[CH:7][C:5]([NH2:6])=[CH:4][C:3]=2[CH3:9])=[CH:13][CH:12]=1.